From a dataset of Reaction yield outcomes from USPTO patents with 853,638 reactions. Predict the reaction yield, written as a fraction of the theoretical maximum amount of product (1.0 means a 100% yield; for example, 0.34 means a 34% yield). The reactants are Cl[C:2]1[N:7]=[CH:6][C:5]([N+:8]([O-])=O)=[CH:4][N:3]=1.[NH:11]1[CH2:16][CH2:15][CH:14]([NH:17][C:18](=[O:24])[O:19][C:20]([CH3:23])([CH3:22])[CH3:21])[CH2:13][CH2:12]1. No catalyst specified. The product is [NH2:8][C:5]1[CH:4]=[N:3][C:2]([N:11]2[CH2:12][CH2:13][CH:14]([NH:17][C:18](=[O:24])[O:19][C:20]([CH3:22])([CH3:21])[CH3:23])[CH2:15][CH2:16]2)=[N:7][CH:6]=1. The yield is 0.870.